From a dataset of Full USPTO retrosynthesis dataset with 1.9M reactions from patents (1976-2016). Predict the reactants needed to synthesize the given product. Given the product [CH:1]1([C:5]2[CH:6]=[CH:7][C:8]([C:9]([O:11][CH3:12])=[O:10])=[CH:13][C:14]=2[N+:15]([O-:17])=[O:16])[CH2:2][CH2:3][CH2:4]1, predict the reactants needed to synthesize it. The reactants are: [CH:1]1([C:5]2[CH:14]=[CH:13][C:8]([C:9]([O:11][CH3:12])=[O:10])=[CH:7][CH:6]=2)[CH2:4][CH2:3][CH2:2]1.[N+:15]([O-])([OH:17])=[O:16].O.